From a dataset of Forward reaction prediction with 1.9M reactions from USPTO patents (1976-2016). Predict the product of the given reaction. (1) Given the reactants P(Cl)(Cl)(Cl)(Cl)[Cl:2].C([O:9][C:10](=O)[NH:11][CH:12]([C:19]1[CH:24]=[CH:23][C:22]([C:25]#[N:26])=[CH:21][C:20]=1[F:27])NC(=O)OCC)C, predict the reaction product. The product is: [Cl:2][CH:12]([N:11]=[C:10]=[O:9])[C:19]1[CH:24]=[CH:23][C:22]([C:25]#[N:26])=[CH:21][C:20]=1[F:27]. (2) The product is: [N:13]([CH2:16][CH2:17][CH2:18][CH2:19][CH:20]([CH3:1])[C:21]([O:23][CH2:24][CH3:25])=[O:22])=[N+:14]=[N-:15]. Given the reactants [CH2:1]([Li])CCC.C(NC(C)C)(C)C.[N:13]([CH2:16][CH2:17][CH2:18][CH2:19][CH2:20][C:21]([O:23][CH2:24][CH3:25])=[O:22])=[N+:14]=[N-:15].CI.[Cl-].[NH4+], predict the reaction product. (3) Given the reactants [N:1]1([CH2:7][CH2:8][C:9]([C:11]2[CH:12]=[C:13]3[C:17](=[CH:18][CH:19]=2)[NH:16][C:15]([C:20]([O:22]CC)=O)=[CH:14]3)=[CH2:10])[CH2:6][CH2:5][CH2:4][CH2:3][CH2:2]1.[F:25][C:26]1[CH:27]=[C:28]([CH:30]=[C:31]([F:33])[CH:32]=1)[NH2:29], predict the reaction product. The product is: [F:25][C:26]1[CH:27]=[C:28]([NH:29][C:20]([C:15]2[NH:16][C:17]3[C:13]([CH:14]=2)=[CH:12][C:11]([C:9]([CH2:8][CH2:7][N:1]2[CH2:2][CH2:3][CH2:4][CH2:5][CH2:6]2)=[CH2:10])=[CH:19][CH:18]=3)=[O:22])[CH:30]=[C:31]([F:33])[CH:32]=1. (4) Given the reactants [C:1]1(/[C:7](/[C:17]2[CH:22]=[CH:21][C:20]([CH:23]=[CH:24][C:25](O)=[O:26])=[CH:19][CH:18]=2)=[C:8](/[C:11]2[CH:16]=[CH:15][CH:14]=[CH:13][CH:12]=2)\[CH2:9][CH3:10])[CH:6]=[CH:5][CH:4]=[CH:3][CH:2]=1.[C:28]1([CH3:38])[C:29]([S:34]([NH2:37])(=[O:36])=[O:35])=[CH:30][CH:31]=[CH:32][CH:33]=1, predict the reaction product. The product is: [C:1]1([C:7]([C:17]2[CH:22]=[CH:21][C:20]([CH:23]=[CH:24][C:25]([NH:37][S:34]([C:29]3[CH:30]=[CH:31][CH:32]=[CH:33][C:28]=3[CH3:38])(=[O:36])=[O:35])=[O:26])=[CH:19][CH:18]=2)=[C:8]([C:11]2[CH:16]=[CH:15][CH:14]=[CH:13][CH:12]=2)[CH2:9][CH3:10])[CH:2]=[CH:3][CH:4]=[CH:5][CH:6]=1. (5) Given the reactants N[CH2:2][C:3]1[CH:8]=[C:7]([Cl:9])[CH:6]=[CH:5][C:4]=1[CH:10]([NH:20][S:21]([C:23]([CH3:26])([CH3:25])[CH3:24])=[O:22])[CH2:11][O:12][Si:13]([C:16]([CH3:19])([CH3:18])[CH3:17])([CH3:15])[CH3:14].[OH:27][C:28]1([C:41]([N:43]2[CH2:50][CH2:49][CH2:48][C@H:44]2[C:45](O)=[O:46])=[O:42])[C:40]2[CH:39]=[CH:38][CH:37]=[CH:36][C:35]=2[C:34]2[C:29]1=[CH:30][CH:31]=[CH:32][CH:33]=2.C(Cl)CCl.C([N:57](CC)CC)C.C1C=NC2N(O)N=NC=2C=1, predict the reaction product. The product is: [C:16]([Si:13]([CH3:14])([CH3:15])[O:12][CH2:11][CH:10]([C:4]1[CH:5]=[CH:6][C:7]([Cl:9])=[CH:8][C:3]=1[CH2:2][C@@:44]1([C:45]([NH2:57])=[O:46])[CH2:48][CH2:49][CH2:50][N:43]1[C:41]([C:28]1([OH:27])[C:40]2[CH:39]=[CH:38][CH:37]=[CH:36][C:35]=2[C:34]2[C:29]1=[CH:30][CH:31]=[CH:32][CH:33]=2)=[O:42])[NH:20][S:21]([C:23]([CH3:26])([CH3:25])[CH3:24])=[O:22])([CH3:17])([CH3:18])[CH3:19]. (6) Given the reactants [Cl:1][C:2]1[C:7]([NH:8][C:9]2[CH:14]=[CH:13][C:12]([I:15])=[CH:11][C:10]=2[F:16])=[C:6](C(O)=O)[N:5]=[C:4]2[N:20]([CH3:23])[CH:21]=[N:22][C:3]=12.C([N:26]([CH2:29]C)CC)C.C1(P(N=[N+]=[N-])(C2C=CC=CC=2)=[O:38])C=CC=CC=1, predict the reaction product. The product is: [Cl:1][C:2]1[C:3]2[N:22]=[CH:21][N:20]([CH3:23])[C:4]=2[N:5]=[C:6]2[NH:26][C:29](=[O:38])[N:8]([C:9]3[CH:14]=[CH:13][C:12]([I:15])=[CH:11][C:10]=3[F:16])[C:7]=12. (7) Given the reactants [CH3:1][C:2]1[N:6]=[C:5]([C:7]2[CH:15]=[CH:14][CH:13]=[CH:12][C:8]=2[C:9]([OH:11])=O)[O:4][N:3]=1.[NH2:16][C@H:17]1[CH2:21][CH2:20][CH2:19][C@@H:18]1[NH:22]C(=O)OC(C)(C)C.CN(C(ON1N=NC2C=CC=NC1=2)=[N+](C)C)C.F[P-](F)(F)(F)(F)F.C(N(CC)CC)C.[ClH:61].O1CCOCC1, predict the reaction product. The product is: [ClH:61].[NH2:16][C@H:17]1[CH2:21][CH2:20][CH2:19][C@@H:18]1[NH:22][C:9](=[O:11])[C:8]1[CH:12]=[CH:13][CH:14]=[CH:15][C:7]=1[C:5]1[O:4][N:3]=[C:2]([CH3:1])[N:6]=1.